From a dataset of Catalyst prediction with 721,799 reactions and 888 catalyst types from USPTO. Predict which catalyst facilitates the given reaction. (1) Reactant: [CH2:1]([O:3][C:4]([C:6]1[NH:7][C:8]2[C:13]([CH:14]=1)=[CH:12][CH:11]=[CH:10][C:9]=2[NH2:15])=[O:5])[CH3:2].O1CCCC1.C(=O)([O-])[O-].[K+].[K+].Cl[C:28]([O:30][CH2:31][C:32]1[CH:37]=[CH:36][CH:35]=[CH:34][CH:33]=1)=[O:29]. Product: [C:32]1([CH2:31][O:30][C:28]([NH:15][C:9]2[CH:10]=[CH:11][CH:12]=[C:13]3[C:8]=2[NH:7][C:6]([C:4]([O:3][CH2:1][CH3:2])=[O:5])=[CH:14]3)=[O:29])[CH:37]=[CH:36][CH:35]=[CH:34][CH:33]=1. The catalyst class is: 6. (2) Reactant: C[O:2][C:3](=[O:31])[CH2:4][C:5]1[C:13]2[C:8](=[N:9][CH:10]=[CH:11][CH:12]=2)[N:7]([CH2:14][C:15]2[CH:20]=[CH:19][C:18]([S:21]([CH2:24][CH3:25])(=[O:23])=[O:22])=[CH:17][C:16]=2[C:26]([F:29])([F:28])[F:27])[C:6]=1[CH3:30].[OH-].[Na+]. Product: [CH2:24]([S:21]([C:18]1[CH:19]=[CH:20][C:15]([CH2:14][N:7]2[C:8]3=[N:9][CH:10]=[CH:11][CH:12]=[C:13]3[C:5]([CH2:4][C:3]([OH:31])=[O:2])=[C:6]2[CH3:30])=[C:16]([C:26]([F:28])([F:29])[F:27])[CH:17]=1)(=[O:23])=[O:22])[CH3:25]. The catalyst class is: 92.